This data is from Forward reaction prediction with 1.9M reactions from USPTO patents (1976-2016). The task is: Predict the product of the given reaction. (1) Given the reactants [CH:1]([N:4]1[C:8]2[CH:9]=[C:10]([NH2:13])[CH:11]=[CH:12][C:7]=2[N:6]=[CH:5]1)([CH3:3])[CH3:2].[Br:14]Br.N, predict the reaction product. The product is: [CH:1]([N:4]1[C:8]2[C:9]([Br:14])=[C:10]([NH2:13])[CH:11]=[CH:12][C:7]=2[N:6]=[CH:5]1)([CH3:3])[CH3:2]. (2) Given the reactants C([O:4][C:5](=[O:36])[CH2:6][C@@H:7]([N:20]1[CH:24]=[CH:23][C:22]([C:25](=[O:35])[CH2:26][C:27]2[CH:32]=[CH:31][C:30]([C:33]#[N:34])=[CH:29][CH:28]=2)=[CH:21]1)[C:8]([NH:10][C@H:11]([C:16](=[O:19])[NH:17][CH3:18])[C:12]([CH3:15])([CH3:14])[CH3:13])=[O:9])C=C.N1CCOCC1, predict the reaction product. The product is: [C:33]([C:30]1[CH:31]=[CH:32][C:27]([CH2:26][C:25]([C:22]2[CH:23]=[CH:24][N:20]([C@@H:7]([C:8]([NH:10][C@H:11]([C:16](=[O:19])[NH:17][CH3:18])[C:12]([CH3:15])([CH3:13])[CH3:14])=[O:9])[CH2:6][C:5]([OH:36])=[O:4])[CH:21]=2)=[O:35])=[CH:28][CH:29]=1)#[N:34]. (3) Given the reactants [OH:1][C:2]1[CH:11]=[C:10]2[C:5]([CH:6]=[CH:7][N:8]([C:13]3[CH:14]=[C:15]([CH:19]=[CH:20][C:21]=3[CH3:22])[C:16]([OH:18])=O)[C:9]2=[O:12])=[CH:4][CH:3]=1.S(Cl)(Cl)=O.CN(C=O)C.[CH2:32]([NH2:34])[CH3:33], predict the reaction product. The product is: [CH2:32]([NH:34][C:16](=[O:18])[C:15]1[CH:19]=[CH:20][C:21]([CH3:22])=[C:13]([N:8]2[CH:7]=[CH:6][C:5]3[C:10](=[CH:11][C:2]([OH:1])=[CH:3][CH:4]=3)[C:9]2=[O:12])[CH:14]=1)[CH3:33]. (4) The product is: [OH:5][CH2:6][C:7]1[C:11]([CH2:12][O:13][C:14]2[CH:15]=[C:16]3[C:20](=[CH:21][CH:22]=2)[N:19]([CH2:23][C:24]2[CH:25]=[C:26]([CH:31]=[CH:32][CH:33]=2)[C:27]([O:29][CH3:30])=[O:28])[CH:18]=[CH:17]3)=[C:10]([CH:34]([CH3:36])[CH3:35])[O:9][N:8]=1. Given the reactants CC([O:5][CH2:6][C:7]1[C:11]([CH2:12][O:13][C:14]2[CH:15]=[C:16]3[C:20](=[CH:21][CH:22]=2)[N:19]([CH2:23][C:24]2[CH:25]=[C:26]([CH:31]=[CH:32][CH:33]=2)[C:27]([O:29][CH3:30])=[O:28])[CH:18]=[CH:17]3)=[C:10]([CH:34]([CH3:36])[CH3:35])[O:9][N:8]=1)(C)C.FC(F)(F)C(O)=O, predict the reaction product. (5) The product is: [ClH:30].[C:1]([C:4]1[S:5][C:6]([C:22]2[CH:23]=[CH:24][CH:25]=[CH:26][CH:27]=2)=[C:7]([NH:9][C:10](=[O:21])[O:11][CH2:12][C:13]23[CH2:14][CH2:15][N:16]([CH2:17][CH2:18]2)[CH2:19][CH2:20]3)[N:8]=1)#[N:2]. Given the reactants [C:1]([C:4]1[S:5][C:6]([C:22]2[CH:27]=[CH:26][CH:25]=[CH:24][CH:23]=2)=[C:7]([NH:9][C:10](=[O:21])[O:11][CH2:12][C:13]23[CH2:20][CH2:19][N:16]([CH2:17][CH2:18]2)[CH2:15][CH2:14]3)[N:8]=1)(=O)[NH2:2].P(Cl)(Cl)([Cl:30])=O.C([O-])(O)=O.[Na+].Cl.CCOC(C)=O, predict the reaction product. (6) Given the reactants [NH2:1][C:2]1[CH:3]=[C:4]([OH:8])[CH:5]=[CH:6][CH:7]=1.[N:9]([O-])=O.[Na+].[Sn](Cl)Cl, predict the reaction product. The product is: [NH:1]([C:2]1[CH:3]=[C:4]([OH:8])[CH:5]=[CH:6][CH:7]=1)[NH2:9]. (7) Given the reactants [C:1]([O:5][C:6]([NH:8][CH2:9][C@H:10]1[CH2:15][CH2:14][C@H:13]([C:16]([NH:18][C@H:19]([C:50]([O:52]C)=[O:51])[CH2:20][C:21]2[CH:26]=[CH:25][C:24]([C:27]3[CH:32]=[CH:31][C:30]([C:33]([NH:35][CH:36]4[CH2:41][CH2:40][N:39]([C:42]([O:44][C:45]([CH3:48])([CH3:47])[CH3:46])=[O:43])[CH2:38][CH2:37]4)=[O:34])=[CH:29][C:28]=3[CH3:49])=[CH:23][CH:22]=2)=[O:17])[CH2:12][CH2:11]1)=[O:7])([CH3:4])([CH3:3])[CH3:2].[OH-].[Li+].C(O)(=O)C, predict the reaction product. The product is: [C:1]([O:5][C:6]([NH:8][CH2:9][C@H:10]1[CH2:11][CH2:12][C@H:13]([C:16]([NH:18][C@@H:19]([CH2:20][C:21]2[CH:22]=[CH:23][C:24]([C:27]3[CH:32]=[CH:31][C:30]([C:33](=[O:34])[NH:35][CH:36]4[CH2:41][CH2:40][N:39]([C:42]([O:44][C:45]([CH3:48])([CH3:47])[CH3:46])=[O:43])[CH2:38][CH2:37]4)=[CH:29][C:28]=3[CH3:49])=[CH:25][CH:26]=2)[C:50]([OH:52])=[O:51])=[O:17])[CH2:14][CH2:15]1)=[O:7])([CH3:2])([CH3:4])[CH3:3]. (8) Given the reactants [C:1]([C:3]1[CH:8]=[CH:7][C:6]([C@@H:9]2[C:14]([C:15]([OH:17])=[O:16])=[C:13]([CH3:18])[N:12]([C:19]3[CH:24]=[CH:23][CH:22]=[C:21]([C:25]([F:28])([F:27])[F:26])[CH:20]=3)[C:11](=[O:29])[N:10]2[CH3:30])=[C:5]([S:31]([CH3:34])(=[O:33])=[O:32])[CH:4]=1)#[N:2].Br[CH2:36][CH2:37][OH:38].C(N(CC)CC)C, predict the reaction product. The product is: [C:1]([C:3]1[CH:8]=[CH:7][C:6]([C@@H:9]2[C:14]([C:15]([O:17][CH2:36][CH2:37][OH:38])=[O:16])=[C:13]([CH3:18])[N:12]([C:19]3[CH:24]=[CH:23][CH:22]=[C:21]([C:25]([F:27])([F:28])[F:26])[CH:20]=3)[C:11](=[O:29])[N:10]2[CH3:30])=[C:5]([S:31]([CH3:34])(=[O:32])=[O:33])[CH:4]=1)#[N:2].